Dataset: Peptide-MHC class I binding affinity with 185,985 pairs from IEDB/IMGT. Task: Regression. Given a peptide amino acid sequence and an MHC pseudo amino acid sequence, predict their binding affinity value. This is MHC class I binding data. (1) The peptide sequence is AVEVGSIRCV. The MHC is HLA-A68:02 with pseudo-sequence HLA-A68:02. The binding affinity (normalized) is 0.187. (2) The MHC is HLA-A01:01 with pseudo-sequence HLA-A01:01. The peptide sequence is RVYNNTARY. The binding affinity (normalized) is 0.0847. (3) The peptide sequence is LEEDIQHFL. The MHC is HLA-B15:17 with pseudo-sequence HLA-B15:17. The binding affinity (normalized) is 0.0847. (4) The peptide sequence is SPTPGPSNA. The MHC is HLA-A03:01 with pseudo-sequence HLA-A03:01. The binding affinity (normalized) is 0.213. (5) The peptide sequence is KASMLEKYK. The MHC is HLA-A11:01 with pseudo-sequence HLA-A11:01. The binding affinity (normalized) is 0.565. (6) The binding affinity (normalized) is 0. The peptide sequence is LYGDTLEQTF. The MHC is H-2-Kd with pseudo-sequence H-2-Kd. (7) The peptide sequence is AVVCYNSNY. The MHC is HLA-A31:01 with pseudo-sequence HLA-A31:01. The binding affinity (normalized) is 0.116. (8) The peptide sequence is LLMLLPTALA. The MHC is HLA-A02:03 with pseudo-sequence HLA-A02:03. The binding affinity (normalized) is 0.639. (9) The peptide sequence is WVSLKKTNDK. The MHC is HLA-A11:01 with pseudo-sequence HLA-A11:01. The binding affinity (normalized) is 0.408.